Task: Regression/Classification. Given an antibody's heavy chain and light chain sequences, predict its developability. TAP uses regression for 5 developability metrics; SAbDab uses binary classification.. Dataset: Antibody developability classification from SAbDab with 2,409 antibodies (1) The antibody is ['1n8z', 'DIQMTQSPSSLSASVGDRVTITCRASQDVNTAVAWYQQKPGKAPKLLIYSASFLYSGVPSRFSGSRSGTDFTLTISSLQPEDFATYYCQQHYTTPPTFGQGTKVEIK']. Result: 1 (developable). (2) The antibody is ['QVQLQESGGGLVQPGGSLRLSCAASGFTFKYDYMYWVRQAPGKGLEWVATISDGGSYTYYSDSVEGRFTTSRDNSKNTLYLQMNSLRAEDTAIYYCSRYRYDDAMDYWGQGTLVTVSS', 'EIVLTQSPATLSLSPGERATISCRASESVDSYGHSFMQWYQQKPGQAPRLLIYRASNLEPGIPARFSGSGSGTDFTLTISSLEPEDFAVYYCQQGNEVPFTFGQGTKVEIK']. Result: 0 (not developable). (3) The antibody is ['EVQLQQSGPELKKPGETVKISCKATNYAFTDYSMHWVKQAPGGDLKYVGWINTETDEPTFADDFKGRFAFSLDTSTSTAFLQINNLKNEDTATYFCVRDRHDYGEIFTYWGQGTTVTVSS', 'DILMTQTPLYLPVSLGDQASISCRSSQTIVHNNGNTYLEWYLQKPGQSPQLLIYKVSNRFSGVPDRFSGSGSGTDFTLKISRVEAEDLGIYYCFQGSHFPPTFGGGTKLEIK']. Result: 0 (not developable). (4) The antibody is ['6ck9', 'LSVALGETASISCGRQALGSRAVQWYQHRPGQAPILLIYNNQDRPSGIPERFSGTPDINFGTRATLTISGVEAGDEADYYCHMWDSRSGFSWSFGGATRLTVL']. Result: 0 (not developable). (5) The antibody is ['QLQLQQWGAGLLKPSETLSLTCAVYGGSFSGYYWTWIRQSPGKGLEWIGEINHSGSTTYNPSLKSRVTISVDTSKNQFSLKLNSVTAADTAVYYCARGYGDTPTIRRYYYYGMDVWGQGTTVTVSS', 'DVVMTQSPLSLPVTLGQPASISCRSSQSLVHSDGNTYLNWFQQRPGQSPRRLIYKVSDRDSGVPDRFSGSGSGTDFTLKISRVEAEDVGLYYCMQGTHWPPYTFGQGTKVEIK']. Result: 0 (not developable). (6) The antibody is ['QVQLLQSGAAVTKPGASVRVSCEASGYNIRDYFIHWWRQAPGQGLQWVGWINPKTGQPNNPRQFQGRVSLTRHASWDFDTYSFYMDLKALRSDDTAVYFCARQRSDYWDFDVWGSGTQVTVSS', 'DIQMTQSPSSLSASVGDTVTITCQANGYLNWYQQRRGKAPKLLIYDGSKLERGVPSRFSGRRWGQEYNLTINNLQPEDIATYFCQVYEFVVPGTRLDLK']. Result: 0 (not developable). (7) The antibody is ['EVQLVQSGAEVKKPGESLKISCKGSGYSFTSYWIGWVRQMPGKGLEWMGIIDPSDSDTRYSPSFQGQVTISADKSISTAYLQWSSLKASDTAMYYCARVGPADVWDSFDYWGQGTLVTVSS', 'DIVMTQSPDSLAVSLGERATINCKSSQSVLLSPWNSNQLAWYQQKPGQPPKLLIYGASTRESGVPDRFSGSGSGTDFTLTISSLQAEDVAVYYCQQYYLIPSTFGQGTKVEIK']. Result: 0 (not developable).